This data is from Reaction yield outcomes from USPTO patents with 853,638 reactions. The task is: Predict the reaction yield, written as a fraction of the theoretical maximum amount of product (1.0 means a 100% yield; for example, 0.34 means a 34% yield). (1) The reactants are C[Si]([N-][Si](C)(C)C)(C)C.[Li+].F[C:12]1[CH:17]=[C:16]([O:18][CH3:19])[CH:15]=[CH:14][C:13]=1[C:20]1[NH:29][C:28](=[O:30])[C:27]2[C:22](=[CH:23][C:24]([O:33][CH3:34])=[CH:25][C:26]=2[O:31][CH3:32])[N:21]=1.[CH:35]([N:38]1[CH2:43][CH2:42][N:41]([CH2:44][CH2:45][NH2:46])[CH2:40][CH2:39]1)([CH3:37])[CH3:36]. The catalyst is C1COCC1.[NH4+].[Cl-]. The product is [CH:35]([N:38]1[CH2:39][CH2:40][N:41]([CH2:44][CH2:45][NH:46][C:12]2[CH:17]=[C:16]([O:18][CH3:19])[CH:15]=[CH:14][C:13]=2[C:20]2[NH:29][C:28](=[O:30])[C:27]3[C:22](=[CH:23][C:24]([O:33][CH3:34])=[CH:25][C:26]=3[O:31][CH3:32])[N:21]=2)[CH2:42][CH2:43]1)([CH3:37])[CH3:36]. The yield is 0.800. (2) The reactants are [NH2:1][C@H:2]([CH2:10][OH:11])[CH2:3][C:4]1[CH:9]=[CH:8][CH:7]=[CH:6][CH:5]=1.C(O)(=O)C.[CH:16](=O)[C:17]1[CH:22]=[CH:21][CH:20]=[CH:19][CH:18]=1.C([BH3-])#N.[Na+]. The catalyst is CO. The product is [CH2:16]([NH:1][C@H:2]([CH2:10][OH:11])[CH2:3][C:4]1[CH:5]=[CH:6][CH:7]=[CH:8][CH:9]=1)[C:17]1[CH:22]=[CH:21][CH:20]=[CH:19][CH:18]=1. The yield is 0.810.